From a dataset of Full USPTO retrosynthesis dataset with 1.9M reactions from patents (1976-2016). Predict the reactants needed to synthesize the given product. (1) Given the product [I:13][CH2:2][CH2:3][CH2:4][CH2:5][CH2:6][C:7]([O:9][CH2:10][CH3:11])=[O:8], predict the reactants needed to synthesize it. The reactants are: Br[CH2:2][CH2:3][CH2:4][CH2:5][CH2:6][C:7]([O:9][CH2:10][CH3:11])=[O:8].[Na+].[I-:13]. (2) Given the product [Br:1][C:2]1[C:6]2[CH2:7][N:8]([C:11]([O:13][C:14]([CH3:17])([CH3:16])[CH3:15])=[O:12])[CH2:9][CH2:10][C:5]=2[N:4]([CH:29]2[CH2:33][CH2:32][O:31][CH2:30]2)[N:3]=1, predict the reactants needed to synthesize it. The reactants are: [Br:1][C:2]1[C:6]2[CH2:7][N:8]([C:11]([O:13][C:14]([CH3:17])([CH3:16])[CH3:15])=[O:12])[CH2:9][CH2:10][C:5]=2[NH:4][N:3]=1.C([O-])([O-])=O.[Cs+].[Cs+].CS(O[CH:29]1[CH2:33][CH2:32][O:31][CH2:30]1)(=O)=O. (3) Given the product [N+:11]([C:10]1[CH:9]=[CH:8][C:7]([N:14]2[C:20]([CH3:21])=[CH:19][C:16]([CH3:17])=[N:15]2)=[CH:6][C:5]=1[C:3]([O:2][CH3:1])=[O:4])([O-:13])=[O:12], predict the reactants needed to synthesize it. The reactants are: [CH3:1][O:2][C:3]([C:5]1[CH:6]=[C:7]([NH:14][NH2:15])[CH:8]=[CH:9][C:10]=1[N+:11]([O-:13])=[O:12])=[O:4].[C:16]([CH2:19][C:20](=O)[CH3:21])(=O)[CH3:17].C(N(CC)CC)C.